Task: Regression. Given a peptide amino acid sequence and an MHC pseudo amino acid sequence, predict their binding affinity value. This is MHC class II binding data.. Dataset: Peptide-MHC class II binding affinity with 134,281 pairs from IEDB (1) The binding affinity (normalized) is 0. The MHC is HLA-DQA10201-DQB10301 with pseudo-sequence HLA-DQA10201-DQB10301. The peptide sequence is SLETVAIDRPAEVRK. (2) The peptide sequence is SQDLEPSWNLNGLQAY. The binding affinity (normalized) is 0.352. The MHC is HLA-DQA10301-DQB10302 with pseudo-sequence HLA-DQA10301-DQB10302. (3) The binding affinity (normalized) is 0.301. The peptide sequence is GKTKEGVLYVGSKTK. The MHC is HLA-DPA10201-DPB10501 with pseudo-sequence HLA-DPA10201-DPB10501.